From a dataset of Forward reaction prediction with 1.9M reactions from USPTO patents (1976-2016). Predict the product of the given reaction. (1) Given the reactants [CH3:1][N:2]([CH3:24])[C:3]1[CH:4]=[C:5]2[C:10](=[CH:11][CH:12]=1)[N:9]=[CH:8][CH:7]=[C:6]2[NH:13][C:14]1[CH:19]=[CH:18][C:17]([NH:20]C(=O)C)=[CH:16][CH:15]=1.[ClH:25], predict the reaction product. The product is: [Cl-:25].[NH2:20][C:17]1[CH:18]=[CH:19][C:14]([NH:13][C:6]2[C:5]3[C:10](=[CH:11][CH:12]=[C:3]([N:2]([CH3:1])[CH3:24])[CH:4]=3)[NH+:9]=[CH:8][CH:7]=2)=[CH:15][CH:16]=1. (2) The product is: [Cl:29][C:26]1[CH:27]=[C:28]2[C:23]([C:22]([CH2:30][CH:31]([CH3:33])[CH3:32])=[CH:21][N:20]2[C:17]2[S:18][CH:19]=[C:15]([NH:14][C:12](=[O:13])[C:9]3[CH:10]=[CH:11][C:6]([CH2:5][OH:4])=[CH:7][CH:8]=3)[N:16]=2)=[CH:24][CH:25]=1. Given the reactants C([O:4][CH2:5][C:6]1[CH:11]=[CH:10][C:9]([C:12]([NH:14][C:15]2[N:16]=[C:17]([N:20]3[C:28]4[C:23](=[CH:24][CH:25]=[C:26]([Cl:29])[CH:27]=4)[C:22]([CH2:30][CH:31]([CH3:33])[CH3:32])=[CH:21]3)[S:18][CH:19]=2)=[O:13])=[CH:8][CH:7]=1)(=O)C.[OH-].[Na+], predict the reaction product. (3) Given the reactants [Cl:1][C:2]1[CH:7]=[CH:6][C:5]([C:8]2[C:13]([C:14](OCC)=[O:15])=[C:12]([CH3:19])[N:11]=[C:10]3[N:20]([CH2:25][C:26]4[CH:31]=[CH:30][C:29]([O:32][CH3:33])=[CH:28][CH:27]=4)[C:21]([CH3:24])=[C:22]([CH3:23])[C:9]=23)=[CH:4][CH:3]=1.CC(C[AlH]CC(C)C)C.C1(C)C=CC=CC=1.Cl, predict the reaction product. The product is: [Cl:1][C:2]1[CH:7]=[CH:6][C:5]([C:8]2[C:13]([CH2:14][OH:15])=[C:12]([CH3:19])[N:11]=[C:10]3[N:20]([CH2:25][C:26]4[CH:27]=[CH:28][C:29]([O:32][CH3:33])=[CH:30][CH:31]=4)[C:21]([CH3:24])=[C:22]([CH3:23])[C:9]=23)=[CH:4][CH:3]=1. (4) Given the reactants [Br:1][C:2]1[CH:3]=[C:4]([C:8]2([C:16]3[CH:21]=[CH:20][CH:19]=[C:18]([OH:22])[CH:17]=3)[NH:12][C:11](=S)[N:10]([CH3:14])[C:9]2=[O:15])[CH:5]=[CH:6][CH:7]=1.[NH3:23].C(OO)(C)(C)C, predict the reaction product. The product is: [NH2:23][C:11]1[N:10]([CH3:14])[C:9](=[O:15])[C:8]([C:4]2[CH:5]=[CH:6][CH:7]=[C:2]([Br:1])[CH:3]=2)([C:16]2[CH:21]=[CH:20][CH:19]=[C:18]([OH:22])[CH:17]=2)[N:12]=1.